The task is: Predict the product of the given reaction.. This data is from Forward reaction prediction with 1.9M reactions from USPTO patents (1976-2016). (1) Given the reactants [Cl:1][C:2]1[N:3]=[C:4]([CH2:24]O)[N:5]([C:17]2[CH:22]=[CH:21][C:20]([F:23])=[CH:19][CH:18]=2)[C:6]=1[C:7]1[C:12]([F:13])=[CH:11][C:10]([O:14][CH3:15])=[CH:9][C:8]=1[F:16].C(N(S(F)(F)[F:32])CC)C, predict the reaction product. The product is: [Cl:1][C:2]1[N:3]=[C:4]([CH2:24][F:32])[N:5]([C:17]2[CH:22]=[CH:21][C:20]([F:23])=[CH:19][CH:18]=2)[C:6]=1[C:7]1[C:8]([F:16])=[CH:9][C:10]([O:14][CH3:15])=[CH:11][C:12]=1[F:13]. (2) The product is: [N:1]1[CH:6]=[CH:5][CH:4]=[CH:3][C:2]=1[N:7]1[CH2:8][CH2:9][N:10]([C:14]([O:16][CH2:17][C:18]([CH3:21])([CH3:20])[CH3:19])=[O:15])[CH2:11][CH2:12]1. Given the reactants [N:1]1[CH:6]=[CH:5][CH:4]=[CH:3][C:2]=1[N:7]1[CH2:12][CH2:11][NH:10][CH2:9][CH2:8]1.Cl[C:14]([O:16][CH2:17][C:18]([CH3:21])([CH3:20])[CH3:19])=[O:15].C(N(CC)CC)C, predict the reaction product.